Dataset: Catalyst prediction with 721,799 reactions and 888 catalyst types from USPTO. Task: Predict which catalyst facilitates the given reaction. (1) Reactant: Br[C:2]1[CH:7]=[CH:6][CH:5]=[C:4]([Br:8])[CH:3]=1.[CH3:9][O:10][C:11]1[CH:16]=[CH:15][C:14](B(O)O)=[CH:13][CH:12]=1. Product: [Br:8][C:4]1[CH:3]=[C:2]([C:14]2[CH:15]=[CH:16][C:11]([O:10][CH3:9])=[CH:12][CH:13]=2)[CH:7]=[CH:6][CH:5]=1. The catalyst class is: 195. (2) Reactant: C([N:8]1[CH2:12][C@@H:11]([C:13]2[C:22]([C:23]([O:25][CH3:26])=[O:24])=[CH:21][C:20]3[C:15](=[CH:16][CH:17]=[CH:18][CH:19]=3)[CH:14]=2)[C@H:10]([C:27]([O:29][CH3:30])=[O:28])[CH2:9]1)C1C=CC=CC=1.ClC(OC(Cl)C)=O.[OH-].[Na+].[C:51]([O:50][C:48](O[C:48]([O:50][C:51]([CH3:54])([CH3:53])[CH3:52])=[O:49])=[O:49])([CH3:54])([CH3:53])[CH3:52]. Product: [CH3:26][O:25][C:23]([C:22]1[C:13]([C@@H:11]2[CH2:12][N:8]([C:48]([O:50][C:51]([CH3:52])([CH3:53])[CH3:54])=[O:49])[CH2:9][C@H:10]2[C:27]([O:29][CH3:30])=[O:28])=[CH:14][C:15]2[C:20]([CH:21]=1)=[CH:19][CH:18]=[CH:17][CH:16]=2)=[O:24]. The catalyst class is: 2. (3) Reactant: [C:1]([NH:5][C:6]([C:8]1[C:16]2[C:11](=[N:12][CH:13]=[C:14]([C:17]3[C:25]4[C:20](=[CH:21][CH:22]=[C:23]([O:26][CH:27]([F:29])[F:28])[CH:24]=4)[N:19]([CH2:30][CH2:31][CH2:32][N:33]4[CH2:37][CH2:36][C:35]([F:39])([F:38])[CH2:34]4)[N:18]=3)[N:15]=2)[N:10](COCC[Si](C)(C)C)[CH:9]=1)=[O:7])([CH3:4])([CH3:3])[CH3:2].FC(F)(F)C(O)=O. Product: [C:1]([NH:5][C:6]([C:8]1[C:16]2[C:11](=[N:12][CH:13]=[C:14]([C:17]3[C:25]4[C:20](=[CH:21][CH:22]=[C:23]([O:26][CH:27]([F:29])[F:28])[CH:24]=4)[N:19]([CH2:30][CH2:31][CH2:32][N:33]4[CH2:37][CH2:36][C:35]([F:38])([F:39])[CH2:34]4)[N:18]=3)[N:15]=2)[NH:10][CH:9]=1)=[O:7])([CH3:4])([CH3:2])[CH3:3]. The catalyst class is: 4. (4) Reactant: C[O:2][C:3](=[O:37])[C:4]1[CH:9]=[CH:8][C:7]([CH2:10][N:11]2[CH:15]=[CH:14][C:13]([NH:16][C:17](=[O:36])[C@@H:18]([C:25]3[CH:30]=[CH:29][C:28]([S:31]([CH3:34])(=[O:33])=[O:32])=[C:27]([Cl:35])[CH:26]=3)[CH2:19][CH:20]3[CH2:24][CH2:23][CH2:22][CH2:21]3)=[N:12]2)=[CH:6][CH:5]=1.Cl. Product: [Cl:35][C:27]1[CH:26]=[C:25]([C@@H:18]([CH2:19][CH:20]2[CH2:21][CH2:22][CH2:23][CH2:24]2)[C:17]([NH:16][C:13]2[CH:14]=[CH:15][N:11]([CH2:10][C:7]3[CH:6]=[CH:5][C:4]([C:3]([OH:37])=[O:2])=[CH:9][CH:8]=3)[N:12]=2)=[O:36])[CH:30]=[CH:29][C:28]=1[S:31]([CH3:34])(=[O:32])=[O:33]. The catalyst class is: 38.